From a dataset of Forward reaction prediction with 1.9M reactions from USPTO patents (1976-2016). Predict the product of the given reaction. (1) Given the reactants [CH2:1]([O:8][C:9]1[CH:14]=[C:13]([CH3:15])[C:12]([C:16]2[CH:20]=[CH:19][O:18][C:17]=2[CH2:21]O)=[C:11]([CH3:23])[CH:10]=1)[C:2]1[CH:7]=[CH:6][CH:5]=[CH:4][CH:3]=1.CC(C)=[O:26], predict the reaction product. The product is: [CH2:1]([O:8][C:9]1[CH:10]=[C:11]([CH3:23])[C:12]([CH:16]2[C:20](=[O:26])[CH:19]=[CH:21][CH:17]2[OH:18])=[C:13]([CH3:15])[CH:14]=1)[C:2]1[CH:3]=[CH:4][CH:5]=[CH:6][CH:7]=1. (2) Given the reactants [CH3:1][N:2]1[CH:6]=[CH:5][CH:4]=[CH:3]1.C([Li])(C)(C)C.Br[C:13]1[CH:18]=[CH:17][C:16]([C:19]([F:22])([F:21])[F:20])=[CH:15][CH:14]=1.Cl, predict the reaction product. The product is: [CH3:1][N:2]1[CH:6]=[CH:5][CH:4]=[C:3]1[C:13]1[CH:18]=[CH:17][C:16]([C:19]([F:22])([F:21])[F:20])=[CH:15][CH:14]=1. (3) Given the reactants C(=O)([O-])[O-].[K+].[K+].Br[CH2:8][CH2:9][CH2:10][O:11][Si:12]([C:15]([CH3:18])([CH3:17])[CH3:16])([CH3:14])[CH3:13].[Cl:19][C:20]1[CH:21]=[CH:22][C:23](/[C:28](/[C:36]2[CH:41]=[CH:40][C:39]([OH:42])=[C:38]([CH3:43])[CH:37]=2)=[CH:29]/[C@@H:30]2[NH:34][C:33](=[O:35])[CH2:32][CH2:31]2)=[N:24][C:25]=1[O:26][CH3:27].O, predict the reaction product. The product is: [Si:12]([O:11][CH2:10][CH2:9][CH2:8][O:42][C:39]1[CH:40]=[CH:41][C:36](/[C:28](/[C:23]2[CH:22]=[CH:21][C:20]([Cl:19])=[C:25]([O:26][CH3:27])[N:24]=2)=[CH:29]\[C@@H:30]2[NH:34][C:33](=[O:35])[CH2:32][CH2:31]2)=[CH:37][C:38]=1[CH3:43])([C:15]([CH3:18])([CH3:17])[CH3:16])([CH3:14])[CH3:13]. (4) Given the reactants [NH2:1][CH2:2][C:3]1([C:25]([F:28])([F:27])[F:26])[C:12]2[C:7](=[CH:8][CH:9]=[C:10]([Br:13])[CH:11]=2)[N:6]([CH2:14][C:15]2[CH:20]=[CH:19][C:18]([O:21][CH3:22])=[CH:17][CH:16]=2)[C:5](=[O:23])[N:4]1[CH3:24].[F:29][C:30]1[CH:38]=[CH:37][C:33]([C:34](O)=[O:35])=[CH:32][CH:31]=1.Cl.CN(C)CCCN=C=NCC.[H-].ON1C2C=CC=CC=2N=N1.N1C=CC=CC=1, predict the reaction product. The product is: [Br:13][C:10]1[CH:11]=[C:12]2[C:7](=[CH:8][CH:9]=1)[N:6]([CH2:14][C:15]1[CH:16]=[CH:17][C:18]([O:21][CH3:22])=[CH:19][CH:20]=1)[C:5](=[O:23])[N:4]([CH3:24])[C:3]2([CH2:2][NH:1][C:34](=[O:35])[C:33]1[CH:37]=[CH:38][C:30]([F:29])=[CH:31][CH:32]=1)[C:25]([F:27])([F:28])[F:26]. (5) Given the reactants [CH3:1][Si:2]([CH3:14])([CH3:13])[C:3]#[C:4][CH2:5][O:6][CH:7]1[CH2:12][CH2:11][CH2:10][CH2:9][O:8]1.Br[CH2:16]/[CH:17]=[CH:18]\[CH2:19][CH2:20][CH3:21], predict the reaction product. The product is: [CH3:14][Si:2]([CH3:13])([CH3:1])[C:3]#[C:4][CH:5]([O:6][CH:7]1[CH2:12][CH2:11][CH2:10][CH2:9][O:8]1)[CH2:16]/[CH:17]=[CH:18]\[CH2:19][CH2:20][CH3:21].